Dataset: Reaction yield outcomes from USPTO patents with 853,638 reactions. Task: Predict the reaction yield, written as a fraction of the theoretical maximum amount of product (1.0 means a 100% yield; for example, 0.34 means a 34% yield). (1) The reactants are [Cl:1][C:2]1[CH:32]=[CH:31][CH:30]=[C:29]([Cl:33])[C:3]=1[CH2:4][C:5]1[S:6][C:7]2[N:8]=[C:9](S(C)(=O)=O)[N:10]=[C:11]([NH:14][C:15]3[CH:20]=[CH:19][C:18]([C:21]([F:24])([F:23])[F:22])=[CH:17][CH:16]=3)[C:12]=2[N:13]=1.[NH:34]1[CH2:39][CH2:38][O:37][CH2:36][CH2:35]1. The catalyst is C(O)(CC)(C)C. The product is [Cl:33][C:29]1[CH:30]=[CH:31][CH:32]=[C:2]([Cl:1])[C:3]=1[CH2:4][C:5]1[S:6][C:7]2[N:8]=[C:9]([N:34]3[CH2:39][CH2:38][O:37][CH2:36][CH2:35]3)[N:10]=[C:11]([NH:14][C:15]3[CH:20]=[CH:19][C:18]([C:21]([F:23])([F:24])[F:22])=[CH:17][CH:16]=3)[C:12]=2[N:13]=1. The yield is 0.770. (2) The reactants are ClC(Cl)(Cl)C([N:5]1[CH2:10][CH2:9][N:8]([C:11]2[CH:16]=[C:15]([S:17]([N:20]3[C:28]4[C:23](=[CH:24][C:25]([F:29])=[CH:26][CH:27]=4)[C:22]([CH:30]([F:32])[F:31])=[CH:21]3)(=[O:19])=[O:18])[CH:14]=[CH:13][C:12]=2[O:33][CH3:34])[CH2:7][CH2:6]1)=O.[OH-].[K+]. The catalyst is C1COCC1. The product is [F:32][CH:30]([F:31])[C:22]1[C:23]2[C:28](=[CH:27][CH:26]=[C:25]([F:29])[CH:24]=2)[N:20]([S:17]([C:15]2[CH:14]=[CH:13][C:12]([O:33][CH3:34])=[C:11]([N:8]3[CH2:9][CH2:10][NH:5][CH2:6][CH2:7]3)[CH:16]=2)(=[O:19])=[O:18])[CH:21]=1. The yield is 0.780. (3) The reactants are [NH:1]([C:3]1[CH:8]=[C:7]([C:9]#[N:10])[CH:6]=[CH:5][N:4]=1)[NH2:2].[CH:11]1([C:16](=O)[CH2:17][C:18](OCC)=[O:19])[CH2:15][CH2:14][CH2:13][CH2:12]1. No catalyst specified. The product is [CH:11]1([C:16]2[CH:17]=[C:18]([OH:19])[N:1]([C:3]3[CH:8]=[C:7]([C:9]#[N:10])[CH:6]=[CH:5][N:4]=3)[N:2]=2)[CH2:15][CH2:14][CH2:13][CH2:12]1. The yield is 0.720. (4) The reactants are [Cl-].[Al+3].[Cl-].[Cl-].[Cl:5][CH2:6][C:7](Cl)=[O:8].[NH:10]1[C:18]2[C:13](=[CH:14][CH:15]=[CH:16][CH:17]=2)[CH2:12][C:11]1=[O:19]. The product is [Cl:5][CH2:6][C:7]([C:15]1[CH:14]=[C:13]2[C:18](=[CH:17][CH:16]=1)[NH:10][C:11](=[O:19])[CH2:12]2)=[O:8]. The catalyst is C(=S)=S. The yield is 0.970. (5) The reactants are [C:1]([OH:22])(=O)[CH2:2][CH2:3][CH2:4][CH2:5][CH2:6][CH2:7][CH2:8][CH2:9][CH2:10][CH:11]=[CH:12][CH2:13][CH:14]=[CH:15][CH2:16][CH2:17][CH2:18][CH2:19][CH3:20].Cl.C[NH:25]OC.C1C=NC2N(O)N=NC=2C=1.CCN(CC)CC.C(Cl)CCl. The catalyst is C(Cl)Cl. The product is [C:1]([NH2:25])(=[O:22])[CH2:2][CH2:3][CH2:4][CH2:5][CH2:6][CH2:7][CH2:8][CH2:9][CH2:10][CH:11]=[CH:12][CH2:13][CH:14]=[CH:15][CH2:16][CH2:17][CH2:18][CH2:19][CH3:20]. The yield is 0.930. (6) The reactants are [CH3:1][O:2][C:3]1[CH:8]=[CH:7][C:6]([C:9](=[NH:11])[NH2:10])=[CH:5][CH:4]=1.[Cl:12][C:13]1[CH:20]=[CH:19][C:16]([CH:17]=O)=[C:15]([F:21])[CH:14]=1.[C:22]([O:28][CH3:29])(=[O:27])[CH2:23][C:24]([CH3:26])=O.C([O-])(=O)C.[K+]. The catalyst is CS(C)=O.C(OCC)(=O)C. The product is [Cl:12][C:13]1[CH:20]=[CH:19][C:16]([CH:17]2[C:23]([C:22]([O:28][CH3:29])=[O:27])=[C:24]([CH3:26])[NH:10][C:9]([C:6]3[CH:5]=[CH:4][C:3]([O:2][CH3:1])=[CH:8][CH:7]=3)=[N:11]2)=[C:15]([F:21])[CH:14]=1. The yield is 0.360.